This data is from Reaction yield outcomes from USPTO patents with 853,638 reactions. The task is: Predict the reaction yield, written as a fraction of the theoretical maximum amount of product (1.0 means a 100% yield; for example, 0.34 means a 34% yield). The reactants are [N:1]#[C:2][NH2:3].[O-]CC.[Na+].[CH3:8][CH2:9][C:10](=O)[CH:11]([CH2:13][CH3:14])[OH:12].O. The catalyst is C(O)C. The product is [NH2:1][C:2]1[O:12][C:11]([CH2:13][CH3:14])=[C:10]([CH2:9][CH3:8])[N:3]=1. The yield is 0.297.